Dataset: Catalyst prediction with 721,799 reactions and 888 catalyst types from USPTO. Task: Predict which catalyst facilitates the given reaction. Reactant: [NH2:1]/[C:2](/[CH3:9])=[CH:3]\[C:4]([O:6][CH2:7][CH3:8])=[O:5].C(O/[CH:13]=[CH:14]/[C:15](=O)[C:16]([F:19])([F:18])[F:17])C.O. Product: [CH3:9][C:2]1[N:1]=[C:15]([C:16]([F:19])([F:18])[F:17])[CH:14]=[CH:13][C:3]=1[C:4]([O:6][CH2:7][CH3:8])=[O:5]. The catalyst class is: 15.